From a dataset of NCI-60 drug combinations with 297,098 pairs across 59 cell lines. Regression. Given two drug SMILES strings and cell line genomic features, predict the synergy score measuring deviation from expected non-interaction effect. (1) Drug 1: C1CN1C2=NC(=NC(=N2)N3CC3)N4CC4. Drug 2: CC1C(C(CC(O1)OC2CC(CC3=C2C(=C4C(=C3O)C(=O)C5=CC=CC=C5C4=O)O)(C(=O)C)O)N)O. Cell line: NCI/ADR-RES. Synergy scores: CSS=26.1, Synergy_ZIP=-9.95, Synergy_Bliss=-0.536, Synergy_Loewe=-5.77, Synergy_HSA=1.32. (2) Drug 1: C1CC2CC3=C(CC1C24CN(S(=O)(=O)N4)CC(F)(F)F)C=CC(=C3)C=CCN5CCC(CC5)C(F)(F)F. Drug 2: CN(CC1=CN=C2C(=N1)C(=NC(=N2)N)N)C3=CC=C(C=C3)C(=O)NC(CCC(=O)O)C(=O)O. Cell line: SK-OV-3. Synergy scores: CSS=18.3, Synergy_ZIP=5.12, Synergy_Bliss=13.2, Synergy_Loewe=12.0, Synergy_HSA=12.2. (3) Drug 2: CC1CCC2CC(C(=CC=CC=CC(CC(C(=O)C(C(C(=CC(C(=O)CC(OC(=O)C3CCCCN3C(=O)C(=O)C1(O2)O)C(C)CC4CCC(C(C4)OC)OCCO)C)C)O)OC)C)C)C)OC. Drug 1: C1=NC2=C(N1)C(=S)N=C(N2)N. Synergy scores: CSS=30.4, Synergy_ZIP=-5.98, Synergy_Bliss=-3.26, Synergy_Loewe=-1.40, Synergy_HSA=0.00689. Cell line: MALME-3M. (4) Drug 1: CCC1(CC2CC(C3=C(CCN(C2)C1)C4=CC=CC=C4N3)(C5=C(C=C6C(=C5)C78CCN9C7C(C=CC9)(C(C(C8N6C)(C(=O)OC)O)OC(=O)C)CC)OC)C(=O)OC)O.OS(=O)(=O)O. Drug 2: CC(C)CN1C=NC2=C1C3=CC=CC=C3N=C2N. Cell line: SK-MEL-28. Synergy scores: CSS=-0.465, Synergy_ZIP=1.16, Synergy_Bliss=1.39, Synergy_Loewe=-1.40, Synergy_HSA=-1.30. (5) Drug 1: CC(C1=C(C=CC(=C1Cl)F)Cl)OC2=C(N=CC(=C2)C3=CN(N=C3)C4CCNCC4)N. Drug 2: CS(=O)(=O)C1=CC(=C(C=C1)C(=O)NC2=CC(=C(C=C2)Cl)C3=CC=CC=N3)Cl. Cell line: TK-10. Synergy scores: CSS=9.07, Synergy_ZIP=-1.53, Synergy_Bliss=2.46, Synergy_Loewe=1.26, Synergy_HSA=1.67. (6) Drug 1: CC1=C2C(C(=O)C3(C(CC4C(C3C(C(C2(C)C)(CC1OC(=O)C(C(C5=CC=CC=C5)NC(=O)OC(C)(C)C)O)O)OC(=O)C6=CC=CC=C6)(CO4)OC(=O)C)OC)C)OC. Drug 2: C1=CC(=CC=C1C#N)C(C2=CC=C(C=C2)C#N)N3C=NC=N3. Cell line: SW-620. Synergy scores: CSS=42.7, Synergy_ZIP=5.28, Synergy_Bliss=2.76, Synergy_Loewe=-29.7, Synergy_HSA=2.53.